The task is: Predict the reaction yield, written as a fraction of the theoretical maximum amount of product (1.0 means a 100% yield; for example, 0.34 means a 34% yield).. This data is from Reaction yield outcomes from USPTO patents with 853,638 reactions. (1) The reactants are [Br:1][C:2]1[CH:18]=[CH:17][C:5]([O:6][C:7]2[N:15]=[CH:14][C:13]([I:16])=[CH:12][C:8]=2[C:9]([OH:11])=O)=[CH:4][C:3]=1[F:19].O=P12OP3(OP(OP(O3)(O1)=O)(=O)O2)=O.CS(O)(=O)=O.BrC1C(F)=C2C(=CC=1)OC1=NC=C(I)C=C1C2=O. No catalyst specified. The product is [Br:1][C:2]1[CH:18]=[C:17]2[C:5](=[CH:4][C:3]=1[F:19])[O:6][C:7]1=[N:15][CH:14]=[C:13]([I:16])[CH:12]=[C:8]1[C:9]2=[O:11]. The yield is 0.780. (2) The reactants are [Cl:1][C:2]1[C:3]([NH:15][C:16]([C:18]2[C:26]3[C:21](=[CH:22][C:23]([F:27])=[CH:24][CH:25]=3)[N:20]([CH3:28])[CH:19]=2)=[O:17])=[CH:4][C:5]([F:14])=[C:6]([CH2:8][C:9]([O:11]CC)=[O:10])[CH:7]=1.[OH-].[Na+]. The catalyst is C1COCC1.Cl. The product is [Cl:1][C:2]1[C:3]([NH:15][C:16]([C:18]2[C:26]3[C:21](=[CH:22][C:23]([F:27])=[CH:24][CH:25]=3)[N:20]([CH3:28])[CH:19]=2)=[O:17])=[CH:4][C:5]([F:14])=[C:6]([CH2:8][C:9]([OH:11])=[O:10])[CH:7]=1. The yield is 0.970. (3) The reactants are C([O:3][C:4](=[O:23])[CH2:5][C:6]1[NH:11][C:10]2[CH:12]=[CH:13][C:14]([NH:16][S:17]([CH3:20])(=[O:19])=[O:18])=[CH:15][C:9]=2[S:8](=[O:22])(=[O:21])[CH:7]=1)C.[OH-].[Li+].Cl. The catalyst is CO. The product is [CH3:20][S:17]([NH:16][C:14]1[CH:13]=[CH:12][C:10]2[NH:11][C:6]([CH2:5][C:4]([OH:23])=[O:3])=[CH:7][S:8](=[O:21])(=[O:22])[C:9]=2[CH:15]=1)(=[O:18])=[O:19]. The yield is 0.770. (4) The product is [CH:14]1([N:13]([CH3:12])[C:2]2[C:3]3[CH:10]=[C:9]([CH3:11])[NH:8][C:4]=3[N:5]=[CH:6][N:7]=2)[CH2:19][CH2:18][CH2:17][CH2:16][CH2:15]1. The catalyst is C(OCC)(=O)C. The reactants are Cl[C:2]1[C:3]2[CH:10]=[C:9]([CH3:11])[NH:8][C:4]=2[N:5]=[CH:6][N:7]=1.[CH3:12][NH:13][CH:14]1[CH2:19][CH2:18][CH2:17][CH2:16][CH2:15]1. The yield is 0.580.